From a dataset of Reaction yield outcomes from USPTO patents with 853,638 reactions. Predict the reaction yield, written as a fraction of the theoretical maximum amount of product (1.0 means a 100% yield; for example, 0.34 means a 34% yield). (1) The reactants are C[O:2][C:3]1[CH:4]=[C:5]([NH:15][C:16]2[S:17][C:18]3[CH2:24][CH2:23][CH2:22][CH:21]([C:25]4[CH:30]=[CH:29][CH:28]=[CH:27][CH:26]=4)[C:19]=3[N:20]=2)[CH:6]=[CH:7][C:8]=1[N:9]1[CH:13]=[C:12]([CH3:14])[N:11]=[CH:10]1.[OH-].[Na+]. The catalyst is ClC(Cl)C. The product is [CH3:14][C:12]1[N:11]=[CH:10][N:9]([C:8]2[CH:7]=[CH:6][C:5]([NH:15][C:16]3[S:17][C:18]4[CH2:24][CH2:23][CH2:22][CH:21]([C:25]5[CH:26]=[CH:27][CH:28]=[CH:29][CH:30]=5)[C:19]=4[N:20]=3)=[CH:4][C:3]=2[OH:2])[CH:13]=1. The yield is 0.360. (2) The reactants are [N+:1]([C:4]1[CH:5]=[C:6]([CH:16]=[CH:17][CH:18]=1)[C:7]([NH:9][C:10]1[CH:15]=[CH:14][N:13]=[CH:12][CH:11]=1)=[O:8])([O-])=O. The catalyst is CCO.[Pd]. The product is [NH2:1][C:4]1[CH:5]=[C:6]([CH:16]=[CH:17][CH:18]=1)[C:7]([NH:9][C:10]1[CH:15]=[CH:14][N:13]=[CH:12][CH:11]=1)=[O:8]. The yield is 1.00. (3) The reactants are C[Al](C)C.C([O-])(=O)C([O-])=O.[CH2:11]1[C:14]2([CH2:17][NH2+:16][CH2:15]2)[CH2:13][O:12]1.[CH2:11]1[C:14]2([CH2:17][NH2+:16][CH2:15]2)[CH2:13][O:12]1.C[O:26][C:27]([C:29]1[O:33][N:32]=[C:31]([O:34][CH2:35][C:36]2[C:37]([C:42]3[CH:47]=[CH:46][C:45]([F:48])=[CH:44][CH:43]=3)=[N:38][O:39][C:40]=2[CH3:41])[CH:30]=1)=O. The catalyst is CCCCCC.C1(C)C=CC=CC=1. The product is [F:48][C:45]1[CH:46]=[CH:47][C:42]([C:37]2[C:36]([CH2:35][O:34][C:31]3[CH:30]=[C:29]([C:27]([N:16]4[CH2:17][C:14]5([CH2:13][O:12][CH2:11]5)[CH2:15]4)=[O:26])[O:33][N:32]=3)=[C:40]([CH3:41])[O:39][N:38]=2)=[CH:43][CH:44]=1. The yield is 0.0800. (4) The reactants are [NH2:1][C:2]1[C:3]([N:10]2[CH2:15][CH2:14][C:13]3([C:23]4[C:18](=[CH:19][CH:20]=[CH:21][CH:22]=4)[NH:17][C:16]3=[O:24])[CH2:12][CH2:11]2)=[N:4][CH:5]=[N:6][C:7]=1[NH:8][CH3:9].[N:25]1[CH:30]=[C:29]([CH:31]=O)[CH:28]=[N:27][CH:26]=1.Cl. The catalyst is C(O)C. The product is [CH3:9][N:8]1[C:31]([C:29]2[CH:30]=[N:25][CH:26]=[N:27][CH:28]=2)=[N:1][C:2]2[C:7]1=[N:6][CH:5]=[N:4][C:3]=2[N:10]1[CH2:11][CH2:12][C:13]2([C:23]3[C:18](=[CH:19][CH:20]=[CH:21][CH:22]=3)[NH:17][C:16]2=[O:24])[CH2:14][CH2:15]1. The yield is 0.280. (5) The reactants are Br[C:2]1[CH:3]=[CH:4][C:5]([NH:8][C:9]2[N:10]=[N:11][N:12]([CH3:14])[N:13]=2)=[N:6][CH:7]=1.[F:15][C:16]1[CH:17]=[C:18]([N:31]2[CH2:35][C@H:34]([CH2:36][OH:37])[O:33][C:32]2=[O:38])[CH:19]=[CH:20][C:21]=1B1OC(C)(C)C(C)(C)O1.C(=O)([O-])[O-].[Cs+].[Cs+]. The catalyst is O1CCOCC1.O.C1C=CC(P(C2C=CC=CC=2)[C-]2C=CC=C2)=CC=1.C1C=CC(P(C2C=CC=CC=2)[C-]2C=CC=C2)=CC=1.Cl[Pd]Cl.[Fe+2]. The product is [F:15][C:16]1[CH:17]=[C:18]([N:31]2[CH2:35][C@H:34]([CH2:36][OH:37])[O:33][C:32]2=[O:38])[CH:19]=[CH:20][C:21]=1[C:2]1[CH:7]=[N:6][C:5]([NH:8][C:9]2[N:10]=[N:11][N:12]([CH3:14])[N:13]=2)=[CH:4][CH:3]=1. The yield is 0.300. (6) The reactants are FC(F)(F)C(O)=O.C([O:12][CH2:13][C@H:14]([NH:21][C:22](=[O:44])[C:23]1[CH:28]=[CH:27][C:26]([O:29][CH3:30])=[C:25](/[CH:31]=[CH:32]/[C:33]2[CH:38]=[CH:37][C:36]([O:39][C:40]([F:43])([F:42])[F:41])=[CH:35][CH:34]=2)[CH:24]=1)[C:15](=[O:20])[NH:16][CH2:17][CH2:18][OH:19])(C)(C)C. No catalyst specified. The product is [OH:12][CH2:13][C@H:14]([NH:21][C:22](=[O:44])[C:23]1[CH:28]=[CH:27][C:26]([O:29][CH3:30])=[C:25](/[CH:31]=[CH:32]/[C:33]2[CH:38]=[CH:37][C:36]([O:39][C:40]([F:42])([F:43])[F:41])=[CH:35][CH:34]=2)[CH:24]=1)[C:15](=[O:20])[NH:16][CH2:17][CH2:18][OH:19]. The yield is 0.570. (7) The reactants are [CH3:1][C:2]([CH3:19])([C@H:4]([N:7]([C:9](=[O:18])[C:10]1[CH:15]=[C:14]([CH3:16])[CH:13]=[C:12]([CH3:17])[CH:11]=1)[NH2:8])[CH2:5][CH3:6])[CH3:3].C(=O)([O-])[O-].[K+].[K+].[F:26][C:27]1[CH:35]=[C:34]([B:36]2[O:40]C(C)(C)C(C)(C)[O:37]2)[CH:33]=[CH:32][C:28]=1[C:29](Cl)=[O:30]. The catalyst is C(Cl)Cl.O. The product is [CH3:17][C:12]1[CH:11]=[C:10]([CH:15]=[C:14]([CH3:16])[CH:13]=1)[C:9]([N:7]([C@H:4]([CH2:5][CH3:6])[C:2]([CH3:1])([CH3:3])[CH3:19])[NH:8][C:29]([C:28]1[CH:32]=[CH:33][C:34]([B:36]([OH:40])[OH:37])=[CH:35][C:27]=1[F:26])=[O:30])=[O:18]. The yield is 0.590.